Dataset: Forward reaction prediction with 1.9M reactions from USPTO patents (1976-2016). Task: Predict the product of the given reaction. (1) Given the reactants [N:1]([C@@H:4]1[C:12]2[C:7](=[CH:8][C:9]([Br:13])=[CH:10][CH:11]=2)[CH2:6][CH2:5]1)=[N+]=[N-].O.O.Cl[Sn]Cl, predict the reaction product. The product is: [Br:13][C:9]1[CH:8]=[C:7]2[C:12](=[CH:11][CH:10]=1)[C@@H:4]([NH2:1])[CH2:5][CH2:6]2. (2) Given the reactants Cl.[C:2]([NH2:5])(=O)[CH3:3].[CH3:6][O:7][CH:8]([O:16]C)[C:9]([C:12](OC)=O)=[CH:10][O-].[Na+].C[N:20](C)C=O, predict the reaction product. The product is: [CH3:3][C:2]1[N:5]=[CH:12][C:9]([C:8]([O:7][CH3:6])=[O:16])=[CH:10][N:20]=1. (3) Given the reactants FC(F)(F)C([NH:5][C@H:6]([C:11]1[CH:16]=[CH:15][CH:14]=[CH:13][CH:12]=1)[C:7]([OH:10])([CH3:9])[CH3:8])=O.[OH-].[K+], predict the reaction product. The product is: [NH2:5][C@H:6]([C:11]1[CH:16]=[CH:15][CH:14]=[CH:13][CH:12]=1)[C:7]([CH3:9])([OH:10])[CH3:8].